From a dataset of Reaction yield outcomes from USPTO patents with 853,638 reactions. Predict the reaction yield, written as a fraction of the theoretical maximum amount of product (1.0 means a 100% yield; for example, 0.34 means a 34% yield). (1) The reactants are [C:1]1([C:7]2([CH3:17])[C:12](=[O:13])[N:11]([CH3:14])[C:10](=[O:15])[NH:9][C:8]2=[O:16])[CH2:6][CH2:5][CH2:4][CH2:3][CH:2]=1.Br.Br[CH2:20][C:21]([C:23]1[CH:28]=[CH:27][CH:26]=[CH:25][N:24]=1)=[O:22]. No catalyst specified. The product is [C:1]1([C:7]2([CH3:17])[C:12](=[O:13])[N:11]([CH3:14])[C:10](=[O:15])[N:9]([CH2:20][C:21](=[O:22])[C:23]3[CH:28]=[CH:27][CH:26]=[CH:25][N:24]=3)[C:8]2=[O:16])[CH2:6][CH2:5][CH2:4][CH2:3][CH:2]=1. The yield is 0.220. (2) The reactants are [F:1][C:2]1[CH:7]=[CH:6][C:5]([Mg]Br)=[CH:4][CH:3]=1.[CH:10]([N:23]1[CH2:26][C:25](=[O:27])[CH2:24]1)([C:17]1[CH:22]=[CH:21][CH:20]=[CH:19][CH:18]=1)[C:11]1[CH:16]=[CH:15][CH:14]=[CH:13][CH:12]=1.C(=O)(O)[O-].[Na+]. The catalyst is O1CCCC1. The product is [CH:10]([N:23]1[CH2:26][C:25]([C:5]2[CH:6]=[CH:7][C:2]([F:1])=[CH:3][CH:4]=2)([OH:27])[CH2:24]1)([C:17]1[CH:22]=[CH:21][CH:20]=[CH:19][CH:18]=1)[C:11]1[CH:12]=[CH:13][CH:14]=[CH:15][CH:16]=1. The yield is 0.750. (3) The reactants are [C:1]([OH:5])(=[O:4])[CH2:2][OH:3].C([N:10]([C:16]([O:18][CH2:19][C:20]1[CH:25]=[CH:24][CH:23]=[CH:22][CH:21]=1)=[O:17])[CH2:11][CH2:12][C:13]([OH:15])=[O:14])(C)(C)C. The catalyst is C(O)=O. The product is [C:1]([OH:5])(=[O:4])[CH2:2][OH:3].[C:16]([NH:10][CH2:11][CH2:12][C:13]([OH:15])=[O:14])([O:18][CH2:19][C:20]1[CH:25]=[CH:24][CH:23]=[CH:22][CH:21]=1)=[O:17]. The yield is 0.800. (4) The reactants are [Br:1][C:2]1[CH:3]=[C:4]2[C:8](=[CH:9][CH:10]=1)[NH:7][C:6](=[O:11])[CH2:5]2.[CH3:12][N:13]([CH3:33])[CH2:14][CH2:15][NH:16][C:17]([C:19]1[C:23]([C:24]2[CH:29]=[CH:28][CH:27]=[CH:26][CH:25]=2)=[C:22]([CH:30]=O)[NH:21][C:20]=1[CH3:32])=[O:18]. No catalyst specified. The product is [CH3:12][N:13]([CH3:33])[CH2:14][CH2:15][NH:16][C:17]([C:19]1[C:23]([C:24]2[CH:29]=[CH:28][CH:27]=[CH:26][CH:25]=2)=[C:22]([CH:30]=[C:5]2[C:4]3[C:8](=[CH:9][CH:10]=[C:2]([Br:1])[CH:3]=3)[NH:7][C:6]2=[O:11])[NH:21][C:20]=1[CH3:32])=[O:18]. The yield is 0.550. (5) The reactants are [C:1]([N:5]1[CH2:8][CH:7]([N:9]2[CH2:14][CH2:13][N:12]([C:15](=[O:31])[CH2:16][NH:17][C:18]3[CH:26]=[C:25]([CH:27]4[CH2:29][CH2:28]4)[C:24]([Cl:30])=[CH:23][C:19]=3[C:20]([NH2:22])=O)[CH2:11][CH2:10]2)[CH2:6]1)(=[O:4])[CH:2]=[CH2:3].CCN(CC)CC.FC(F)(F)C(OC(=O)C(F)(F)F)=O.O. The catalyst is C(Cl)Cl. The product is [C:1]([N:5]1[CH2:6][CH:7]([N:9]2[CH2:10][CH2:11][N:12]([C:15](=[O:31])[CH2:16][NH:17][C:18]3[CH:26]=[C:25]([CH:27]4[CH2:28][CH2:29]4)[C:24]([Cl:30])=[CH:23][C:19]=3[C:20]#[N:22])[CH2:13][CH2:14]2)[CH2:8]1)(=[O:4])[CH:2]=[CH2:3]. The yield is 0.720. (6) The reactants are [CH3:1][S:2]([C:5]1[CH:6]=[CH:7][C:8]([N+:11]([O-])=O)=[N:9][CH:10]=1)(=[O:4])=[O:3]. The catalyst is CO.[Pd]. The product is [CH3:1][S:2]([C:5]1[CH:6]=[CH:7][C:8]([NH2:11])=[N:9][CH:10]=1)(=[O:4])=[O:3]. The yield is 0.980. (7) The reactants are [CH3:1][N:2]1[C:6]([C:7]2[CH:12]=[CH:11][CH:10]=[CH:9][CH:8]=2)=[C:5]([CH3:13])[S:4][C:3]1=S.C1(C)C=CC(S(OC)(=O)=O)=CC=1.C1(OC)C=CC=CC=1.[CH2:35]([N:42]1[C:46](=[O:47])[CH2:45][S:44][C:43]1=[N:48][C:49]1[CH:50]=[C:51]([CH:54]=[CH:55][C:56]=1[NH:57][CH2:58][CH3:59])[C:52]#[N:53])[C:36]1[CH:41]=[CH:40][CH:39]=[CH:38][CH:37]=1. The catalyst is CC#N. The product is [CH2:35]([N:42]1[C:46](=[O:47])[C:45](=[C:3]2[N:2]([CH3:1])[C:6]([C:7]3[CH:12]=[CH:11][CH:10]=[CH:9][CH:8]=3)=[C:5]([CH3:13])[S:4]2)[S:44][C:43]1=[N:48][C:49]1[CH:50]=[C:51]([CH:54]=[CH:55][C:56]=1[NH:57][CH2:58][CH3:59])[C:52]#[N:53])[C:36]1[CH:41]=[CH:40][CH:39]=[CH:38][CH:37]=1. The yield is 0.640. (8) The reactants are [Br:1][C:2]1[C:3]([OH:12])=[C:4]([CH:7]=[C:8]([O:10][CH3:11])[CH:9]=1)[CH:5]=[O:6].CI.[C:15]([O-])([O-])=O.[K+].[K+].O. The catalyst is CC(C)=O.CCOCC. The product is [Br:1][C:2]1[C:3]([O:12][CH3:15])=[C:4]([CH:7]=[C:8]([O:10][CH3:11])[CH:9]=1)[CH:5]=[O:6]. The yield is 0.670. (9) The reactants are C(N(CC)CC)C.[CH3:8][C:9]([O:12][C:13](O[C:13]([O:12][C:9]([CH3:11])([CH3:10])[CH3:8])=[O:14])=[O:14])([CH3:11])[CH3:10].[Br:23][C:24]1[C:25]([N:42]2[CH2:47][CH2:46][CH2:45][C@@H:44]([NH:48][C:49](=[O:55])[O:50][C:51]([CH3:54])([CH3:53])[CH3:52])[CH2:43]2)=[C:26]2[C:32]([NH:33][C:34](=[O:41])[C:35]3[CH:40]=[CH:39][CH:38]=[N:37][CH:36]=3)=[CH:31][NH:30][C:27]2=[N:28][CH:29]=1.O. The catalyst is CN(C)C1C=CN=CC=1.C(Cl)Cl. The product is [Br:23][C:24]1[C:25]([N:42]2[CH2:47][CH2:46][CH2:45][C@@H:44]([NH:48][C:49]([O:50][C:51]([CH3:52])([CH3:54])[CH3:53])=[O:55])[CH2:43]2)=[C:26]2[C:32]([NH:33][C:34](=[O:41])[C:35]3[CH:40]=[CH:39][CH:38]=[N:37][CH:36]=3)=[CH:31][N:30]([C:13]([O:12][C:9]([CH3:11])([CH3:10])[CH3:8])=[O:14])[C:27]2=[N:28][CH:29]=1. The yield is 0.890.